From a dataset of Reaction yield outcomes from USPTO patents with 853,638 reactions. Predict the reaction yield, written as a fraction of the theoretical maximum amount of product (1.0 means a 100% yield; for example, 0.34 means a 34% yield). (1) The reactants are [F:1][C:2]1[C:7]([C:8]2[CH:9]=[CH:10][C:11]3[C:12]4[CH:20]=[N:19][NH:18][C:13]=4[N:14]=[CH:15][C:16]=3[CH:17]=2)=[C:6]([F:21])[CH:5]=[CH:4][C:3]=1[NH:22][S:23]([CH2:26][CH2:27][CH3:28])(=[O:25])=[O:24].C1C(=O)N([Br:36])C(=O)C1. The catalyst is CC#N. The product is [Br:36][C:20]1[C:12]2[C:11]3[CH:10]=[CH:9][C:8]([C:7]4[C:2]([F:1])=[C:3]([NH:22][S:23]([CH2:26][CH2:27][CH3:28])(=[O:24])=[O:25])[CH:4]=[CH:5][C:6]=4[F:21])=[CH:17][C:16]=3[CH:15]=[N:14][C:13]=2[NH:18][N:19]=1. The yield is 0.660. (2) The reactants are F[C:2]1[C:9]([F:10])=[CH:8][CH:7]=[CH:6][C:3]=1[CH:4]=[O:5].[NH:11]1[CH2:16][CH2:15][O:14][CH2:13][CH2:12]1.C(=O)([O-])[O-].[K+].[K+].CS(C)=O. The catalyst is O. The product is [F:10][C:9]1[C:2]([N:11]2[CH2:16][CH2:15][O:14][CH2:13][CH2:12]2)=[C:3]([CH:6]=[CH:7][CH:8]=1)[CH:4]=[O:5]. The yield is 0.280.